The task is: Regression. Given a peptide amino acid sequence and an MHC pseudo amino acid sequence, predict their binding affinity value. This is MHC class I binding data.. This data is from Peptide-MHC class I binding affinity with 185,985 pairs from IEDB/IMGT. (1) The MHC is HLA-A69:01 with pseudo-sequence HLA-A69:01. The binding affinity (normalized) is 0.0847. The peptide sequence is NRLKPRDFK. (2) The peptide sequence is LPHIIDEVM. The MHC is HLA-B54:01 with pseudo-sequence HLA-B54:01. The binding affinity (normalized) is 0.158. (3) The peptide sequence is RPPIFIRRL. The MHC is HLA-B58:01 with pseudo-sequence HLA-B58:01. The binding affinity (normalized) is 0.